This data is from Catalyst prediction with 721,799 reactions and 888 catalyst types from USPTO. The task is: Predict which catalyst facilitates the given reaction. (1) Reactant: [Cl-:1].[CH3:2][O:3][C:4]1[CH:5]=[C:6]2[C:10](=[CH:11][CH:12]=1)[CH:9]([NH3+:13])[CH2:8][CH:7]2[CH2:14][C:15]([O:17]C)=[O:16]. Product: [Cl-:1].[C:15]([CH2:14][CH:7]1[C:6]2[C:10](=[CH:11][CH:12]=[C:4]([O:3][CH3:2])[CH:5]=2)[CH:9]([NH3+:13])[CH2:8]1)([OH:17])=[O:16]. The catalyst class is: 33. (2) Reactant: Cl[C:2]1[N:3]=[CH:4][C:5]([N:8]2[CH2:13][CH2:12][CH:11]([N:14]3[CH2:18][CH2:17][C@H:16]([NH:19][C:20]4[CH:25]=[C:24]([CH3:26])[C:23]([S:27]([CH3:30])(=[O:29])=[O:28])=[CH:22][C:21]=4[F:31])[C:15]3=[O:32])[CH2:10][CH2:9]2)=[N:6][CH:7]=1.C([O-])([O-])=O.[K+].[K+].[CH2:39]([Zn]CC)[CH3:40]. Product: [CH2:39]([C:2]1[N:3]=[CH:4][C:5]([N:8]2[CH2:9][CH2:10][CH:11]([N:14]3[CH2:18][CH2:17][C@H:16]([NH:19][C:20]4[CH:25]=[C:24]([CH3:26])[C:23]([S:27]([CH3:30])(=[O:28])=[O:29])=[CH:22][C:21]=4[F:31])[C:15]3=[O:32])[CH2:12][CH2:13]2)=[N:6][CH:7]=1)[CH3:40]. The catalyst class is: 450.